Dataset: Full USPTO retrosynthesis dataset with 1.9M reactions from patents (1976-2016). Task: Predict the reactants needed to synthesize the given product. (1) Given the product [S:1]1[C:5]2[CH:6]=[CH:7][CH:8]=[CH:9][C:4]=2[N:3]=[C:2]1[C:10]1[C:11]([NH2:12])=[N:19][NH:20][C:13]=1[S:14][CH3:15], predict the reactants needed to synthesize it. The reactants are: [S:1]1[C:5]2[CH:6]=[CH:7][CH:8]=[CH:9][C:4]=2[N:3]=[C:2]1[C:10](=[C:13](SC)[S:14][CH3:15])[C:11]#[N:12].O.[NH2:19][NH2:20].O. (2) Given the product [Cl:20][CH2:19][CH2:18][C:17]([C:21]1[CH:22]=[CH:23][CH:24]=[CH:25][CH:26]=1)=[C:16]([C:13]1[CH:12]=[CH:11][C:10]([O:9][CH2:8][CH2:7][O:6][CH2:5][CH2:4][OH:3])=[CH:15][CH:14]=1)[C:27]1[CH:28]=[CH:29][CH:30]=[CH:31][CH:32]=1, predict the reactants needed to synthesize it. The reactants are: C([O:3][C:4](=O)[CH2:5][O:6][CH2:7][CH2:8][O:9][C:10]1[CH:15]=[CH:14][C:13]([C:16]([C:27]2[CH:32]=[CH:31][CH:30]=[CH:29][CH:28]=2)=[C:17]([C:21]2[CH:26]=[CH:25][CH:24]=[CH:23][CH:22]=2)[CH2:18][CH2:19][Cl:20])=[CH:12][CH:11]=1)C.[H-].[Al+3].[Li+].[H-].[H-].[H-]. (3) Given the product [Cl:1][C:2]1[N:7]([CH2:11][CH:12]([CH3:14])[CH3:13])[C:6](=[O:8])[N:5]([CH3:9])[C:4](=[O:10])[CH:3]=1, predict the reactants needed to synthesize it. The reactants are: [Cl:1][C:2]1[NH:7][C:6](=[O:8])[N:5]([CH3:9])[C:4](=[O:10])[CH:3]=1.[CH2:11](I)[CH:12]([CH3:14])[CH3:13].C(=O)([O-])[O-].[K+].[K+]. (4) Given the product [F:7][C:8]1[CH:13]=[CH:12][C:11]([O:14][CH3:15])=[CH:10][C:9]=1[C:16]1[N:17]=[C:18]([O:31][CH3:32])[C:19]([CH2:20][OH:21])=[CH:24][C:25]=1[O:26][CH2:27][CH:28]([CH3:30])[CH3:29], predict the reactants needed to synthesize it. The reactants are: [H-].[Al+3].[Li+].[H-].[H-].[H-].[F:7][C:8]1[CH:13]=[CH:12][C:11]([O:14][CH3:15])=[CH:10][C:9]=1[C:16]1[C:25]([O:26][CH2:27][CH:28]([CH3:30])[CH3:29])=[CH:24][C:19]([C:20](OC)=[O:21])=[C:18]([O:31][CH3:32])[N:17]=1.O.[OH-].[Na+].